From a dataset of Full USPTO retrosynthesis dataset with 1.9M reactions from patents (1976-2016). Predict the reactants needed to synthesize the given product. (1) Given the product [C:1]1([C:7]2([CH3:17])[C:12](=[O:13])[N:11]([CH3:14])[C:10](=[O:15])[N:9]([CH2:22][C:23](=[O:24])[C:25]3[CH:26]=[N:27][CH:28]=[CH:29][CH:30]=3)[C:8]2=[O:16])[CH2:6][CH2:5][CH2:4][CH2:3][CH:2]=1, predict the reactants needed to synthesize it. The reactants are: [C:1]1([C:7]2([CH3:17])[C:12](=[O:13])[N:11]([CH3:14])[C:10](=[O:15])[NH:9][C:8]2=[O:16])[CH2:6][CH2:5][CH2:4][CH2:3][CH:2]=1.[H-].[Na+].Br.Br[CH2:22][C:23]([C:25]1[CH:26]=[N:27][CH:28]=[CH:29][CH:30]=1)=[O:24]. (2) Given the product [C:1]([C:5]1[CH:12]=[CH:11][C:8]([CH2:9][NH:27][CH2:26][CH2:25][C:17]2[CH:18]=[CH:19][C:20]([C:21]([F:22])([F:23])[F:24])=[C:15]([F:14])[CH:16]=2)=[CH:7][CH:6]=1)([CH3:4])([CH3:3])[CH3:2], predict the reactants needed to synthesize it. The reactants are: [C:1]([C:5]1[CH:12]=[CH:11][C:8]([CH:9]=O)=[CH:7][CH:6]=1)([CH3:4])([CH3:3])[CH3:2].Cl.[F:14][C:15]1[CH:16]=[C:17]([CH2:25][CH2:26][NH2:27])[CH:18]=[CH:19][C:20]=1[C:21]([F:24])([F:23])[F:22].C(=O)([O-])[O-].[K+].[K+].[BH4-].[Na+].Cl.